From a dataset of Catalyst prediction with 721,799 reactions and 888 catalyst types from USPTO. Predict which catalyst facilitates the given reaction. Reactant: [CH2:1]([N:8]1[CH:12]=[C:11]([CH2:13][O:14][C:15]2[CH:21]=[CH:20][C:18]([NH2:19])=[CH:17][CH:16]=2)[N:10]=[N:9]1)[C:2]1[CH:7]=[CH:6][CH:5]=[CH:4][CH:3]=1.N1C=CC=CC=1.Cl[S:29]([C:32]1[CH:33]=[CH:34][C:35]([CH3:41])=[C:36]([CH:40]=1)[C:37]([OH:39])=[O:38])(=[O:31])=[O:30]. Product: [CH2:1]([N:8]1[CH:12]=[C:11]([CH2:13][O:14][C:15]2[CH:16]=[CH:17][C:18]([NH:19][S:29]([C:32]3[CH:33]=[CH:34][C:35]([CH3:41])=[C:36]([CH:40]=3)[C:37]([OH:39])=[O:38])(=[O:31])=[O:30])=[CH:20][CH:21]=2)[N:10]=[N:9]1)[C:2]1[CH:3]=[CH:4][CH:5]=[CH:6][CH:7]=1. The catalyst class is: 2.